From a dataset of Peptide-MHC class II binding affinity with 134,281 pairs from IEDB. Regression. Given a peptide amino acid sequence and an MHC pseudo amino acid sequence, predict their binding affinity value. This is MHC class II binding data. The peptide sequence is AAFTSSSKAATAKAP. The MHC is HLA-DQA10501-DQB10201 with pseudo-sequence HLA-DQA10501-DQB10201. The binding affinity (normalized) is 0.